From a dataset of Reaction yield outcomes from USPTO patents with 853,638 reactions. Predict the reaction yield, written as a fraction of the theoretical maximum amount of product (1.0 means a 100% yield; for example, 0.34 means a 34% yield). (1) The reactants are [CH3:1][O:2][C:3]1[CH:4]=[C:5]2[C:10](=[CH:11][C:12]=1[O:13][CH3:14])[N:9]=[CH:8][CH:7]=[C:6]2[O:15][C:16]1[C:22]([CH3:23])=[CH:21][C:19]([NH2:20])=[C:18]([CH3:24])[CH:17]=1.C1(C)C=CC=CC=1.C(N(CC)CC)C.Cl[C:40](Cl)([O:42]C(=O)OC(Cl)(Cl)Cl)Cl.[C:51]1([CH:57]([OH:61])[CH2:58][CH2:59][CH3:60])[CH:56]=[CH:55][CH:54]=[CH:53][CH:52]=1. The catalyst is C(Cl)Cl. The product is [CH3:1][O:2][C:3]1[CH:4]=[C:5]2[C:10](=[CH:11][C:12]=1[O:13][CH3:14])[N:9]=[CH:8][CH:7]=[C:6]2[O:15][C:16]1[C:22]([CH3:23])=[CH:21][C:19]([NH:20][C:40](=[O:42])[O:61][CH:57]([C:51]2[CH:56]=[CH:55][CH:54]=[CH:53][CH:52]=2)[CH2:58][CH2:59][CH3:60])=[C:18]([CH3:24])[CH:17]=1. The yield is 0.390. (2) The yield is 0.755. The catalyst is CO. The reactants are [CH2:1]([O:3][CH2:4][CH2:5][OH:6])[CH3:2].[C:7](#[N:10])[CH:8]=[CH2:9].Cl. The product is [CH2:1]([O:3][CH2:4][CH2:5][O:6][CH2:9][CH2:8][C:7]#[N:10])[CH3:2].